This data is from Catalyst prediction with 721,799 reactions and 888 catalyst types from USPTO. The task is: Predict which catalyst facilitates the given reaction. (1) The catalyst class is: 13. Product: [S:38]([C:35]1[CH:36]=[CH:37][C:32]([CH3:42])=[CH:33][CH:34]=1)([OH:41])(=[O:40])=[O:39].[CH3:1][O:2][C:3]1[CH:4]=[C:5]2[C:10](=[CH:11][CH:12]=1)[CH:9]=[C:8]([O:13][CH2:14][C:15]1([C:26]([O:28][CH2:29][CH3:30])=[O:27])[CH2:18][NH:17][CH2:16]1)[CH:7]=[CH:6]2. Reactant: [CH3:1][O:2][C:3]1[CH:4]=[C:5]2[C:10](=[CH:11][CH:12]=1)[CH:9]=[C:8]([O:13][CH2:14][C:15]1([C:26]([O:28][CH2:29][CH3:30])=[O:27])[CH2:18][N:17](C(OC(C)(C)C)=O)[CH2:16]1)[CH:7]=[CH:6]2.O.[C:32]1([CH3:42])[CH:37]=[CH:36][C:35]([S:38]([OH:41])(=[O:40])=[O:39])=[CH:34][CH:33]=1. (2) Reactant: [Cl:1][C:2]1[C:3]([O:12][C:13]2[CH:18]=[C:17]([O:19][CH2:20][CH2:21][CH2:22][O:23][CH3:24])[CH:16]=[CH:15][C:14]=2/[CH:25]=[C:26](\[O:31][CH3:32])/[C:27]([O:29]C)=[O:28])=[N:4][CH:5]=[C:6]([C:8]([F:11])([F:10])[F:9])[CH:7]=1.[OH-].[Na+]. Product: [Cl:1][C:2]1[C:3]([O:12][C:13]2[CH:18]=[C:17]([O:19][CH2:20][CH2:21][CH2:22][O:23][CH3:24])[CH:16]=[CH:15][C:14]=2/[CH:25]=[C:26](\[O:31][CH3:32])/[C:27]([OH:29])=[O:28])=[N:4][CH:5]=[C:6]([C:8]([F:9])([F:11])[F:10])[CH:7]=1. The catalyst class is: 83.